From a dataset of Full USPTO retrosynthesis dataset with 1.9M reactions from patents (1976-2016). Predict the reactants needed to synthesize the given product. (1) Given the product [CH3:41][O:42][C:43]1[N:48]=[CH:47][C:46]([C:2]2[CH:3]=[CH:4][C:5]([CH2:6][N:7]3[C:11]4[CH:12]=[CH:13][C:14]([O:16][CH2:17][C:18]5[CH:27]=[CH:26][C:25]6[C:20](=[CH:21][CH:22]=[CH:23][CH:24]=6)[N:19]=5)=[CH:15][C:10]=4[N:9]=[C:8]3[CH2:28][C:29]3([C:34]([OH:36])=[O:35])[CH2:30][CH2:31][CH2:32][CH2:33]3)=[CH:39][CH:40]=2)=[CH:45][N:44]=1, predict the reactants needed to synthesize it. The reactants are: Br[C:2]1[CH:40]=[CH:39][C:5]([CH2:6][N:7]2[C:11]3[CH:12]=[CH:13][C:14]([O:16][CH2:17][C:18]4[CH:27]=[CH:26][C:25]5[C:20](=[CH:21][CH:22]=[CH:23][CH:24]=5)[N:19]=4)=[CH:15][C:10]=3[N:9]=[C:8]2[CH2:28][C:29]2([C:34]([O:36]CC)=[O:35])[CH2:33][CH2:32][CH2:31][CH2:30]2)=[CH:4][CH:3]=1.[CH3:41][O:42][C:43]1[N:48]=[CH:47][C:46](B(O)O)=[CH:45][N:44]=1. (2) Given the product [C:1]([C:9]1[CH:10]=[C:11]([CH:18]=[C:19]([CH2:21][N:23]2[CH:27]=[N:26][CH:25]=[N:24]2)[CH:20]=1)[C:12]([N:14]([O:16][CH3:17])[CH3:15])=[O:13])(=[O:8])[C:2]1[CH:7]=[CH:6][CH:5]=[CH:4][CH:3]=1, predict the reactants needed to synthesize it. The reactants are: [C:1]([C:9]1[CH:10]=[C:11]([CH:18]=[C:19]([CH2:21]Br)[CH:20]=1)[C:12]([N:14]([O:16][CH3:17])[CH3:15])=[O:13])(=[O:8])[C:2]1[CH:7]=[CH:6][CH:5]=[CH:4][CH:3]=1.[NH:23]1[CH:27]=[N:26][CH:25]=[N:24]1.C([O-])([O-])=O.[K+].[K+]. (3) Given the product [F:1][C:2]1[CH:32]=[CH:31][CH:30]=[CH:29][C:3]=1[CH2:4][N:5]1[C:13]2[C:8](=[CH:9][C:10]([NH:14][C:15](=[O:23])[CH2:16][C:17]3([CH3:22])[O:21][CH2:20][CH2:19][O:18]3)=[CH:11][CH:12]=2)[CH:7]=[C:6]1[C:24]([OH:26])=[O:25], predict the reactants needed to synthesize it. The reactants are: [F:1][C:2]1[CH:32]=[CH:31][CH:30]=[CH:29][C:3]=1[CH2:4][N:5]1[C:13]2[C:8](=[CH:9][C:10]([NH:14][C:15](=[O:23])[CH2:16][C:17]3([CH3:22])[O:21][CH2:20][CH2:19][O:18]3)=[CH:11][CH:12]=2)[CH:7]=[C:6]1[C:24]([O:26]CC)=[O:25].[OH-].[Li+]. (4) Given the product [Cl:20][C:21]1[CH:26]=[C:25]([N:27]2[C:12]([CH2:11][C:5]3[CH:6]=[CH:7][C:8]([O:9][CH3:10])=[C:3]([O:2][CH3:1])[CH:4]=3)=[N:14][CH:15]=[N:28]2)[N:24]=[C:23]([CH3:29])[N:22]=1, predict the reactants needed to synthesize it. The reactants are: [CH3:1][O:2][C:3]1[CH:4]=[C:5]([CH2:11][C:12](/[N:14]=[C:15](\N(C)C)/C)=O)[CH:6]=[CH:7][C:8]=1[O:9][CH3:10].[Cl:20][C:21]1[CH:26]=[C:25]([NH:27][NH2:28])[N:24]=[C:23]([CH3:29])[N:22]=1. (5) Given the product [CH3:2][C:3]1[S:4][C:5]([CH3:12])=[CH:6][C:7]=1[S:8]([NH2:1])(=[O:10])=[O:9], predict the reactants needed to synthesize it. The reactants are: [NH3:1].[CH3:2][C:3]1[S:4][C:5]([CH3:12])=[CH:6][C:7]=1[S:8](Cl)(=[O:10])=[O:9]. (6) Given the product [NH2:1][C:2]1[CH:10]=[C:9]([Br:11])[CH:8]=[CH:7][C:3]=1[C:4]([O:6][CH3:12])=[O:5], predict the reactants needed to synthesize it. The reactants are: [NH2:1][C:2]1[CH:10]=[C:9]([Br:11])[CH:8]=[CH:7][C:3]=1[C:4]([OH:6])=[O:5].[CH3:12]COCC.